From a dataset of Reaction yield outcomes from USPTO patents with 853,638 reactions. Predict the reaction yield, written as a fraction of the theoretical maximum amount of product (1.0 means a 100% yield; for example, 0.34 means a 34% yield). (1) The reactants are CS(O[CH:6]1[CH2:11][CH2:10][CH2:9][CH:8]([C:12]([NH:14][CH:15]2[CH2:20][CH2:19][CH2:18][CH2:17][CH2:16]2)=[O:13])[CH2:7]1)(=O)=O.[F:21][C:22]1[CH:27]=[CH:26][C:25]([SH:28])=[CH:24][CH:23]=1.[H-].[Na+]. The catalyst is CN(C)C=O. The product is [CH:15]1([NH:14][C:12]([CH:8]2[CH2:9][CH2:10][CH2:11][CH:6]([S:28][C:25]3[CH:26]=[CH:27][C:22]([F:21])=[CH:23][CH:24]=3)[CH2:7]2)=[O:13])[CH2:16][CH2:17][CH2:18][CH2:19][CH2:20]1. The yield is 0.474. (2) The reactants are C(NC(C)C)(C)C.C([Li])CCC.C([N-]C(C)C)(C)C.[Li+].[CH2:21]([NH:28][C:29](=[O:37])[C:30]1[CH:35]=[CH:34][CH:33]=[CH:32][C:31]=1[CH3:36])[C:22]1[CH:27]=[CH:26][CH:25]=[CH:24][CH:23]=1.CON(C)[C:41](=O)[C:42]1[CH:47]=[CH:46][CH:45]=[CH:44][CH:43]=1. The catalyst is C1COCC1.CCCCCC. The product is [CH2:21]([N:28]1[C:41]([C:42]2[CH:47]=[CH:46][CH:45]=[CH:44][CH:43]=2)=[CH:36][C:31]2[C:30](=[CH:35][CH:34]=[CH:33][CH:32]=2)[C:29]1=[O:37])[C:22]1[CH:23]=[CH:24][CH:25]=[CH:26][CH:27]=1. The yield is 0.110. (3) The reactants are [Br:1][C:2]1[CH:7]=[C:6]([F:8])[CH:5]=[CH:4][C:3]=1[CH:9]1[C:14]([C:15]([O:17][CH2:18][CH3:19])=[O:16])=[C:13]([CH2:20]Br)[NH:12][C:11]([C:22]2[S:23][CH:24]=[CH:25][N:26]=2)=[N:10]1.[CH3:27][C@H:28]1[O:33][CH2:32][CH2:31][NH:30][C@@H:29]1[C:34]([OH:36])=[O:35].C(=O)([O-])[O-].[K+].[K+]. The catalyst is C(O)C. The product is [Br:1][C:2]1[CH:7]=[C:6]([F:8])[CH:5]=[CH:4][C:3]=1[CH:9]1[N:10]=[C:11]([C:22]2[S:23][CH:24]=[CH:25][N:26]=2)[NH:12][C:13]([CH2:20][N:30]2[CH2:31][CH2:32][O:33][C@H:28]([CH3:27])[C@H:29]2[C:34]([OH:36])=[O:35])=[C:14]1[C:15]([O:17][CH2:18][CH3:19])=[O:16]. The yield is 0.450. (4) The reactants are [CH2:1]([O:3][C:4]1[C:9]([C:10]2[CH:15]=[C:14]([S:16]([CH2:19][CH3:20])(=[O:18])=[O:17])[CH:13]=[CH:12][C:11]=2F)=[CH:8][N:7]([CH3:22])[C:6](=[O:23])[CH:5]=1)[CH3:2].[F:24][C:25]1[CH:30]=[C:29]([F:31])[CH:28]=[CH:27][C:26]=1[OH:32].C(=O)([O-])[O-].[Cs+].[Cs+]. The catalyst is CS(C)=O. The product is [F:24][C:25]1[CH:30]=[C:29]([F:31])[CH:28]=[CH:27][C:26]=1[O:32][C:11]1[CH:12]=[CH:13][C:14]([S:16]([CH2:19][CH3:20])(=[O:18])=[O:17])=[CH:15][C:10]=1[C:9]1[C:4]([O:3][CH2:1][CH3:2])=[CH:5][C:6](=[O:23])[N:7]([CH3:22])[CH:8]=1. The yield is 0.667.